Task: Predict which catalyst facilitates the given reaction.. Dataset: Catalyst prediction with 721,799 reactions and 888 catalyst types from USPTO (1) Reactant: [CH2:1]([S:3]([N:6]1[C:18]2[CH2:17][CH2:16][CH:15]([CH:19]3[CH2:24][CH2:23][O:22][CH2:21][CH2:20]3)[CH2:14][C:13]=2[C:12]2[C:7]1=[CH:8][CH:9]=[C:10]([C:25]([OH:27])=O)[CH:11]=2)(=[O:5])=[O:4])[CH3:2].Cl.[NH:29]1[CH2:34][CH2:33][CH2:32][C@@H:31]([OH:35])[CH2:30]1.C(N(C(C)C)C(C)C)C.CN(C(ON1N=NC2C=CC=NC1=2)=[N+](C)C)C.F[P-](F)(F)(F)(F)F. Product: [CH2:1]([S:3]([N:6]1[C:18]2[CH2:17][CH2:16][CH:15]([CH:19]3[CH2:24][CH2:23][O:22][CH2:21][CH2:20]3)[CH2:14][C:13]=2[C:12]2[C:7]1=[CH:8][CH:9]=[C:10]([C:25]([N:29]1[CH2:34][CH2:33][CH2:32][C@@H:31]([OH:35])[CH2:30]1)=[O:27])[CH:11]=2)(=[O:5])=[O:4])[CH3:2]. The catalyst class is: 3. (2) Product: [CH3:1][O:2][C:3](=[O:11])[C:4]1[CH:9]=[CH:8][C:7]([O:10][CH2:13][CH2:14][CH2:15][CH2:16][CH2:17][N:18]2[C:19](=[O:28])[C:20]3[C:25](=[CH:24][CH:23]=[CH:22][CH:21]=3)[C:26]2=[O:27])=[CH:6][CH:5]=1. Reactant: [CH3:1][O:2][C:3](=[O:11])[C:4]1[CH:9]=[CH:8][C:7]([OH:10])=[CH:6][CH:5]=1.Br[CH2:13][CH2:14][CH2:15][CH2:16][CH2:17][N:18]1[C:26](=[O:27])[C:25]2[C:20](=[CH:21][CH:22]=[CH:23][CH:24]=2)[C:19]1=[O:28].C([O-])([O-])=O.[K+].[K+]. The catalyst class is: 21. (3) Reactant: [OH:1][C:2]1[CH:3]=[CH:4][C:5]2[CH2:11][CH2:10][CH2:9][C:8](=[O:12])[NH:7][C:6]=2[CH:13]=1.Br[CH2:15][CH2:16][CH2:17][CH2:18][Cl:19].C(=O)([O-])[O-].[Cs+].[Cs+]. Product: [Cl:19][CH2:18][CH2:17][CH2:16][CH2:15][O:1][C:2]1[CH:3]=[CH:4][C:5]2[CH2:11][CH2:10][CH2:9][C:8](=[O:12])[NH:7][C:6]=2[CH:13]=1. The catalyst class is: 8. (4) Reactant: S(Cl)([Cl:3])=O.O[CH2:6][CH2:7][N:8]([CH2:10][CH2:11][CH2:12][CH2:13][CH2:14][CH2:15][CH2:16][CH2:17][CH2:18][CH2:19][CH2:20][CH2:21][CH2:22][CH2:23][CH2:24][CH2:25][CH2:26][CH3:27])[CH3:9]. Product: [Cl-:3].[Cl:3][CH2:6][CH2:7][NH+:8]([CH2:10][CH2:11][CH2:12][CH2:13][CH2:14][CH2:15][CH2:16][CH2:17][CH2:18][CH2:19][CH2:20][CH2:21][CH2:22][CH2:23][CH2:24][CH2:25][CH2:26][CH3:27])[CH3:9]. The catalyst class is: 26. (5) Reactant: [C:1]([O:4][C@@H:5]1[C@@H:10]([O:11][C:12](=[O:14])[CH3:13])[C@H:9]([O:15][C:16](=[O:18])[CH3:17])[C@@H:8]([CH2:19][O:20][C:21](=[O:23])[CH3:22])[O:7][C@H:6]1[N:24]1[C:32]2[C:27](=[CH:28][CH:29]=[CH:30][CH:31]=2)[C:26]([C:33]([C:35]2[S:39][C:38]3[CH:40]=[CH:41][CH:42]=[CH:43][C:37]=3[CH:36]=2)=O)=[CH:25]1)(=[O:3])[CH3:2].[BH4-].[Na+]. Product: [C:1]([O:4][C@@H:5]1[C@@H:10]([O:11][C:12](=[O:14])[CH3:13])[C@H:9]([O:15][C:16](=[O:18])[CH3:17])[C@@H:8]([CH2:19][O:20][C:21](=[O:23])[CH3:22])[O:7][C@H:6]1[N:24]1[C:32]2[C:27](=[CH:28][CH:29]=[CH:30][CH:31]=2)[C:26]([CH2:33][C:35]2[S:39][C:38]3[CH:40]=[CH:41][CH:42]=[CH:43][C:37]=3[CH:36]=2)=[CH:25]1)(=[O:3])[CH3:2]. The catalyst class is: 214. (6) Reactant: [ClH:1].Cl.Cl.[O:4]([C:11]1[C:12]([NH:27][C:28]2[S:32][N:31]=[C:30]([CH:33]3[CH2:38][CH2:37][NH:36][CH2:35][CH2:34]3)[N:29]=2)=[N:13][CH:14]=[C:15]([S:17][C:18]2[CH:23]=[CH:22][N:21]=[C:20]3[CH:24]=[CH:25][S:26][C:19]=23)[CH:16]=1)[C:5]1[CH:10]=[CH:9][CH:8]=[CH:7][CH:6]=1.C(N(CC)CC)C.[C:46](OC(=O)C)(=[O:48])[CH3:47].C([O-])(O)=O.[Na+].Cl. Product: [ClH:1].[ClH:1].[O:4]([C:11]1[C:12]([NH:27][C:28]2[S:32][N:31]=[C:30]([CH:33]3[CH2:38][CH2:37][N:36]([C:46](=[O:48])[CH3:47])[CH2:35][CH2:34]3)[N:29]=2)=[N:13][CH:14]=[C:15]([S:17][C:18]2[CH:23]=[CH:22][N:21]=[C:20]3[CH:24]=[CH:25][S:26][C:19]=23)[CH:16]=1)[C:5]1[CH:6]=[CH:7][CH:8]=[CH:9][CH:10]=1. The catalyst class is: 2. (7) Reactant: [CH:1]([NH2:4])([CH3:3])[CH3:2].C(N(CC)CC)C.[F:12][C:13]([F:30])([C:26]([F:29])([F:28])[F:27])[C:14](O[C:14](=[O:15])[C:13]([F:30])([F:12])[C:26]([F:29])([F:28])[F:27])=[O:15]. Product: [F:12][C:13]([F:30])([C:26]([F:29])([F:28])[F:27])[C:14]([NH:4][CH:1]([CH3:3])[CH3:2])=[O:15]. The catalyst class is: 27. (8) Reactant: Cl.[NH:2]([C:4]1[CH:5]=[CH:6][C:7]([CH3:10])=[N:8][CH:9]=1)[NH2:3].[F:11][C:12]([F:19])([F:18])[C:13](=O)[CH2:14][C:15]#[N:16].Cl. Product: [CH3:10][C:7]1[N:8]=[CH:9][C:4]([N:2]2[C:15]([NH2:16])=[CH:14][C:13]([C:12]([F:19])([F:18])[F:11])=[N:3]2)=[CH:5][CH:6]=1. The catalyst class is: 8. (9) Reactant: [F:1][C:2]1[CH:3]=[C:4]([C@H:9]2[N:14](C(OC(C)(C)C)=O)[C:13](=[O:22])[C:12]([CH2:25][CH3:26])([CH2:23][CH3:24])[CH2:11][CH2:10]2)[CH:5]=[C:6]([F:8])[CH:7]=1.C(O)(C(F)(F)F)=O. Product: [F:1][C:2]1[CH:3]=[C:4]([C@H:9]2[NH:14][C:13](=[O:22])[C:12]([CH2:25][CH3:26])([CH2:23][CH3:24])[CH2:11][CH2:10]2)[CH:5]=[C:6]([F:8])[CH:7]=1. The catalyst class is: 2. (10) Reactant: C[Si]([N-][Si](C)(C)C)(C)C.[Li+].C[Si]([CH2:15][C:16]([O:18][CH2:19][CH3:20])=[O:17])(C)C.[CH2:21]([O:28][C:29]1[CH:34]=[CH:33][C:32]([C:35]([C:37]2[N:38]([CH3:42])[N:39]=[N:40][CH:41]=2)=O)=[CH:31][CH:30]=1)[C:22]1[CH:27]=[CH:26][CH:25]=[CH:24][CH:23]=1. Product: [CH2:21]([O:28][C:29]1[CH:34]=[CH:33][C:32]([C:35]([C:37]2[N:38]([CH3:42])[N:39]=[N:40][CH:41]=2)=[CH:15][C:16]([O:18][CH2:19][CH3:20])=[O:17])=[CH:31][CH:30]=1)[C:22]1[CH:23]=[CH:24][CH:25]=[CH:26][CH:27]=1. The catalyst class is: 1.